Dataset: Forward reaction prediction with 1.9M reactions from USPTO patents (1976-2016). Task: Predict the product of the given reaction. (1) The product is: [NH2:9][C:3]1[N:4]=[CH:5][N:6]=[C:7]([O:17][C:13]2[CH:12]=[C:11]([NH:10][C:39](=[O:42])[CH:40]=[CH2:41])[CH:16]=[CH:15][CH:14]=2)[C:2]=1[C:28]1[CH:27]=[N:26][N:25]([CH2:18][C:19]2[CH:24]=[CH:23][CH:22]=[CH:21][CH:20]=2)[CH:29]=1. Given the reactants Cl[C:2]1[C:3]([NH2:9])=[N:4][CH:5]=[N:6][C:7]=1Cl.[NH2:10][C:11]1[CH:12]=[C:13]([OH:17])[CH:14]=[CH:15][CH:16]=1.[CH2:18]([N:25]1[CH:29]=[C:28](B2OC(C)(C)C(C)(C)O2)[CH:27]=[N:26]1)[C:19]1[CH:24]=[CH:23][CH:22]=[CH:21][CH:20]=1.[C:39](Cl)(=[O:42])[CH:40]=[CH2:41], predict the reaction product. (2) Given the reactants C(N(CC)CC)C.[CH:8]([C:10]1[C:18]2[C:13](=[CH:14][CH:15]=[CH:16][CH:17]=2)[N:12](C(OC(C)(C)C)=O)[CH:11]=1)=[O:9].[CH3:26][O:27][C:28]1[CH:29]=[C:30]([CH:43]=[CH:44][CH:45]=1)[N:31]=[CH:32][C:33]1[N:34]=[C:35]2[C:40]([CH3:41])=[CH:39][CH:38]=[CH:37][N:36]2[CH:42]=1, predict the reaction product. The product is: [NH:12]1[C:13]2[C:18](=[CH:17][CH:16]=[CH:15][CH:14]=2)[C:10]([C:8](=[O:9])[CH:32]([NH:31][C:30]2[CH:43]=[CH:44][CH:45]=[C:28]([O:27][CH3:26])[CH:29]=2)[C:33]2[N:34]=[C:35]3[C:40]([CH3:41])=[CH:39][CH:38]=[CH:37][N:36]3[CH:42]=2)=[CH:11]1. (3) Given the reactants C(OC([N:8]1[CH2:12][C@@H:11]([CH2:13][N:14]([CH:31]([CH3:33])[CH3:32])[C:15](=[O:30])[C:16]2[CH:21]=[CH:20][C:19]([O:22][CH3:23])=[C:18]([O:24][CH2:25][CH2:26][CH2:27][O:28][CH3:29])[CH:17]=2)[C@H:10]([OH:34])[CH2:9]1)=O)(C)(C)C.Br[CH2:36][C:37]1[CH:38]=[C:39]([CH:42]=[CH:43][CH:44]=1)[C:40]#[N:41].CC#N.O.CC#N, predict the reaction product. The product is: [C:40]([C:39]1[CH:38]=[C:37]([CH:44]=[CH:43][CH:42]=1)[CH2:36][O:34][C@@H:10]1[CH2:9][NH:8][CH2:12][C@H:11]1[CH2:13][N:14]([CH:31]([CH3:33])[CH3:32])[C:15](=[O:30])[C:16]1[CH:21]=[CH:20][C:19]([O:22][CH3:23])=[C:18]([O:24][CH2:25][CH2:26][CH2:27][O:28][CH3:29])[CH:17]=1)#[N:41]. (4) Given the reactants O[Li].O.[Cl:4][C:5]1[CH:6]=[C:7]([C:12]2([C:30]([F:33])([F:32])[F:31])[O:16][N:15]=[C:14]([C:17]3[S:29][C:20]4=[N:21][CH:22]=[C:23]([C:25]([O:27]C)=[O:26])[CH:24]=[C:19]4[CH:18]=3)[CH2:13]2)[CH:8]=[C:9]([Cl:11])[CH:10]=1.Cl, predict the reaction product. The product is: [Cl:11][C:9]1[CH:8]=[C:7]([C:12]2([C:30]([F:32])([F:31])[F:33])[O:16][N:15]=[C:14]([C:17]3[S:29][C:20]4=[N:21][CH:22]=[C:23]([C:25]([OH:27])=[O:26])[CH:24]=[C:19]4[CH:18]=3)[CH2:13]2)[CH:6]=[C:5]([Cl:4])[CH:10]=1.